From a dataset of Full USPTO retrosynthesis dataset with 1.9M reactions from patents (1976-2016). Predict the reactants needed to synthesize the given product. (1) The reactants are: Br[C:2]1[CH:7]=[CH:6][C:5]([N:8]2[CH2:13][CH2:12][O:11][CH2:10][CH2:9]2)=[CH:4][CH:3]=1.[CH3:14][C:15]1([CH3:22])[C:19]([CH3:21])([CH3:20])[O:18][BH:17][O:16]1. Given the product [CH3:14][C:15]1([CH3:22])[C:19]([CH3:21])([CH3:20])[O:18][B:17]([C:2]2[CH:7]=[CH:6][C:5]([N:8]3[CH2:13][CH2:12][O:11][CH2:10][CH2:9]3)=[CH:4][CH:3]=2)[O:16]1, predict the reactants needed to synthesize it. (2) Given the product [C:27]([C:26]1[N:22]=[C:21]([N:19]2[CH2:18][CH:17]([C:13]3[NH:14][C:15](=[O:16])[C:10]4[CH:9]=[N:8][N:7]([CH:1]5[CH2:2][CH2:3][CH2:4][CH2:5][CH2:6]5)[C:11]=4[N:12]=3)[CH2:20]2)[S:23][CH:25]=1)([CH3:30])([CH3:29])[CH3:28], predict the reactants needed to synthesize it. The reactants are: [CH:1]1([N:7]2[C:11]3[N:12]=[C:13]([CH:17]4[CH2:20][N:19]([C:21](=[S:23])[NH2:22])[CH2:18]4)[NH:14][C:15](=[O:16])[C:10]=3[CH:9]=[N:8]2)[CH2:6][CH2:5][CH2:4][CH2:3][CH2:2]1.Cl[CH2:25][C:26](=O)[C:27]([CH3:30])([CH3:29])[CH3:28]. (3) Given the product [S:1]1[CH:5]=[C:4]([CH:6]([NH:10][C:11]2[CH:16]=[CH:15][CH:14]=[C:13]([O:17][CH3:18])[CH:12]=2)[C:7]([O:9][C@@H:25]2[CH:26]3[CH2:29][CH2:30][N:23]([CH2:28][CH2:27]3)[CH2:24]2)=[O:8])[C:3]2[CH:19]=[CH:20][CH:21]=[CH:22][C:2]1=2, predict the reactants needed to synthesize it. The reactants are: [S:1]1[CH:5]=[C:4]([CH:6]([NH:10][C:11]2[CH:16]=[CH:15][CH:14]=[C:13]([O:17][CH3:18])[CH:12]=2)[C:7]([OH:9])=[O:8])[C:3]2[CH:19]=[CH:20][CH:21]=[CH:22][C:2]1=2.[N:23]12[CH2:30][CH2:29][CH:26]([CH2:27][CH2:28]1)[C@@H:25](O)[CH2:24]2.C1CCC(N=C=NC2CCCCC2)CC1.C1C=CC2N(O)N=NC=2C=1. (4) Given the product [Cl:20][C:21]1[CH:26]=[CH:25][C:24]([NH:27][C:28]([N:17]([OH:19])[C:14]2[CH:13]=[CH:12][C:11]([N:5]3[CH:6]=[N:7][C:8]4[C:4]3=[N:3][CH:2]=[N:1][CH:9]=4)=[CH:16][CH:15]=2)=[O:29])=[CH:23][C:22]=1[C:30]([F:31])([F:32])[F:33], predict the reactants needed to synthesize it. The reactants are: [N:1]1[CH:9]=[C:8]2[C:4]([N:5]=[CH:6][NH:7]2)=[N:3][CH:2]=1.F[C:11]1[CH:16]=[CH:15][C:14]([N+:17]([O-:19])=O)=[CH:13][CH:12]=1.[Cl:20][C:21]1[CH:26]=[CH:25][C:24]([N:27]=[C:28]=[O:29])=[CH:23][C:22]=1[C:30]([F:33])([F:32])[F:31]. (5) Given the product [I:19][C:5]1[C:4]2[C:8](=[CH:9][N:10]=[CH:11][C:3]=2[O:2][CH3:1])[NH:7][CH:6]=1, predict the reactants needed to synthesize it. The reactants are: [CH3:1][O:2][C:3]1[CH:11]=[N:10][CH:9]=[C:8]2[C:4]=1[CH:5]=[CH:6][NH:7]2.C1C(=O)N([I:19])C(=O)C1. (6) Given the product [NH2:22][C:20]([CH3:25])([CH3:21])[CH2:19][O:18][C:17]1[CH:16]=[CH:15][C:14]([NH:26][C:27](=[O:32])[C:28]([F:31])([F:29])[F:30])=[CH:13][C:12]=1[C:7]1[N:8]([CH3:11])[N:9]=[CH:10][C:6]=1[Br:5], predict the reactants needed to synthesize it. The reactants are: C(Cl)(=O)C.[Br:5][C:6]1[CH:10]=[N:9][N:8]([CH3:11])[C:7]=1[C:12]1[CH:13]=[C:14]([NH:26][C:27](=[O:32])[C:28]([F:31])([F:30])[F:29])[CH:15]=[CH:16][C:17]=1[O:18][CH2:19][C:20]([CH3:25])([N+:22]([O-])=O)[CH3:21]. (7) Given the product [CH3:42][C:32]1[CH:37]=[CH:36][C:35]([S:38]([O:1][C:2]2[C:3]3[CH2:17][N:16]([C:18]([O:20][C:21]([CH3:24])([CH3:23])[CH3:22])=[O:19])[CH2:15][CH2:14][C:4]=3[N:5]=[C:6]([C:8]3[CH:9]=[CH:10][CH:11]=[CH:12][CH:13]=3)[N:7]=2)(=[O:40])=[O:39])=[CH:34][CH:33]=1, predict the reactants needed to synthesize it. The reactants are: [OH:1][C:2]1[C:3]2[CH2:17][N:16]([C:18]([O:20][C:21]([CH3:24])([CH3:23])[CH3:22])=[O:19])[CH2:15][CH2:14][C:4]=2[N:5]=[C:6]([C:8]2[CH:13]=[CH:12][CH:11]=[CH:10][CH:9]=2)[N:7]=1.C(N(CC)CC)C.[C:32]1([CH3:42])[CH:37]=[CH:36][C:35]([S:38](Cl)(=[O:40])=[O:39])=[CH:34][CH:33]=1.